This data is from Reaction yield outcomes from USPTO patents with 853,638 reactions. The task is: Predict the reaction yield, written as a fraction of the theoretical maximum amount of product (1.0 means a 100% yield; for example, 0.34 means a 34% yield). (1) The reactants are [O:1]=[C:2]1[CH:7]([N:8]2[C:16](=[O:17])[C:15]3[C:10](=[CH:11][CH:12]=[C:13]([C:18](O)=[O:19])[CH:14]=3)[C:9]2=[O:21])[CH2:6][CH2:5][C:4](=[O:22])[NH:3]1.CN(C(ON1N=NC2C=CC=NC1=2)=[N+](C)C)C.F[P-](F)(F)(F)(F)F.[NH2:47][CH2:48][CH2:49][CH2:50][CH2:51][CH2:52][CH2:53][NH:54][C:55](=[O:61])[O:56][C:57]([CH3:60])([CH3:59])[CH3:58]. The product is [O:1]=[C:2]1[CH:7]([N:8]2[C:16](=[O:17])[C:15]3[C:10](=[CH:11][CH:12]=[C:13]([C:18]([NH:47][CH2:48][CH2:49][CH2:50][CH2:51][CH2:52][CH2:53][NH:54][C:55](=[O:61])[O:56][C:57]([CH3:58])([CH3:60])[CH3:59])=[O:19])[CH:14]=3)[C:9]2=[O:21])[CH2:6][CH2:5][C:4](=[O:22])[NH:3]1. The catalyst is CN(C=O)C.CCOC(C)=O. The yield is 0.460. (2) The reactants are [C:1]([OH:6])(=O)[CH:2]([CH3:4])[CH3:3].O=C1N(P(Cl)(N2CCOC2=O)=O)CCO1.C(N(CC)CC)C.[Br:29][C:30]1[C:31]([F:40])=[C:32]2[C:38]([NH2:39])=[CH:37][NH:36][C:33]2=[N:34][CH:35]=1.[Li+].[OH-].C([O-])([O-])=O.[Na+].[Na+]. The yield is 0.300. The product is [Br:29][C:30]1[C:31]([F:40])=[C:32]2[C:38]([NH:39][C:1](=[O:6])[CH:2]([CH3:4])[CH3:3])=[CH:37][NH:36][C:33]2=[N:34][CH:35]=1. The catalyst is C(Cl)Cl.